Task: Predict the reactants needed to synthesize the given product.. Dataset: Full USPTO retrosynthesis dataset with 1.9M reactions from patents (1976-2016) (1) Given the product [CH3:33][O:34][C:35](=[O:36])[C:37]1[CH:42]=[CH:41][C:40]([N:19]2[C:20]3[C:16](=[CH:15][C:14]([C:12]([N:9]4[CH2:8][CH2:7][N:6]([CH:1]5[CH2:5][CH2:4][CH2:3][CH2:2]5)[CH2:11][CH2:10]4)=[O:13])=[CH:22][CH:21]=3)[CH:17]=[C:18]2[C:23]([N:25]2[CH2:26][CH2:27][C:28]([F:31])([F:32])[CH2:29][CH2:30]2)=[O:24])=[CH:39][CH:38]=1, predict the reactants needed to synthesize it. The reactants are: [CH:1]1([N:6]2[CH2:11][CH2:10][N:9]([C:12]([C:14]3[CH:15]=[C:16]4[C:20](=[CH:21][CH:22]=3)[NH:19][C:18]([C:23]([N:25]3[CH2:30][CH2:29][C:28]([F:32])([F:31])[CH2:27][CH2:26]3)=[O:24])=[CH:17]4)=[O:13])[CH2:8][CH2:7]2)[CH2:5][CH2:4][CH2:3][CH2:2]1.[CH3:33][O:34][C:35]([C:37]1[CH:42]=[CH:41][C:40](B(O)O)=[CH:39][CH:38]=1)=[O:36].N1C=CC=CC=1. (2) Given the product [C:20]([OH:23])(=[O:22])[CH3:21].[NH2:19][C:18]1[C:10]2[N:11]=[C:12]([NH:14][C:15](=[O:17])[CH3:16])[S:13][C:9]=2[S:8][C:3]2[CH:4]=[CH:5][CH:6]=[CH:7][C:2]=2[N:1]=1, predict the reactants needed to synthesize it. The reactants are: [NH2:1][C:2]1[CH:7]=[CH:6][CH:5]=[CH:4][C:3]=1[S:8][C:9]1[S:13][C:12]([NH:14][C:15](=[O:17])[CH3:16])=[N:11][C:10]=1[C:18]#[N:19].[C:20]([OH:23])(=[O:22])[CH3:21]. (3) Given the product [Cl:11][C:12]1[C:13]([F:37])=[N:14][C:15]([NH:1][CH2:2][CH2:3][C:4]([NH:6][CH2:7][C:8]([OH:10])=[O:9])=[O:5])=[C:16]([Cl:30])[C:17]=1[O:18][C:19]1[CH:24]=[CH:23][C:22]([OH:25])=[C:21]([CH:27]([CH3:29])[CH3:28])[CH:20]=1, predict the reactants needed to synthesize it. The reactants are: [NH2:1][CH2:2][CH2:3][C:4]([NH:6][CH2:7][C:8]([OH:10])=[O:9])=[O:5].[Cl:11][C:12]1[C:13]([F:37])=[N:14][C:15](NCC(OC)=O)=[C:16]([Cl:30])[C:17]=1[O:18][C:19]1[CH:24]=[CH:23][C:22]([O:25]C)=[C:21]([CH:27]([CH3:29])[CH3:28])[CH:20]=1.